This data is from Forward reaction prediction with 1.9M reactions from USPTO patents (1976-2016). The task is: Predict the product of the given reaction. (1) Given the reactants [C:1]([C:5]1[CH:30]=[CH:29][C:8]([O:9][C:10]2[CH:19]=[C:18]3[C:13]([CH:14]=[C:15]([C:26](O)=[O:27])[N:16]=[C:17]3[CH2:20][CH:21]3[CH2:25][CH2:24][CH2:23][CH2:22]3)=[CH:12][CH:11]=2)=[CH:7][CH:6]=1)([CH3:4])([CH3:3])[CH3:2].Cl.C[O:33][C:34](=[O:48])[C@@H:35]([NH2:47])[CH2:36][C:37]1[CH:42]=[CH:41][C:40]([C:43]([CH3:46])([CH3:45])[CH3:44])=[CH:39][CH:38]=1, predict the reaction product. The product is: [C:1]([C:5]1[CH:30]=[CH:29][C:8]([O:9][C:10]2[CH:19]=[C:18]3[C:13]([CH:14]=[C:15]([C:26]([NH:47][C@@H:35]([CH2:36][C:37]4[CH:42]=[CH:41][C:40]([C:43]([CH3:46])([CH3:45])[CH3:44])=[CH:39][CH:38]=4)[C:34]([OH:33])=[O:48])=[O:27])[N:16]=[C:17]3[CH2:20][CH:21]3[CH2:22][CH2:23][CH2:24][CH2:25]3)=[CH:12][CH:11]=2)=[CH:7][CH:6]=1)([CH3:4])([CH3:2])[CH3:3]. (2) The product is: [ClH:1].[CH3:13][N:14]1[CH2:15][CH2:16][N:17]([S:20]([C:23]2[CH:24]=[CH:25][C:26]([C:29]3[CH:30]=[C:31]4[C:37]([C:38]([NH:12][C:7]5[CH:8]=[CH:9][CH:10]=[CH:11][C:6]=5[S:3]([CH3:2])(=[O:4])=[O:5])=[O:39])=[CH:36][NH:35][C:32]4=[N:33][CH:34]=3)=[CH:27][CH:28]=2)(=[O:22])=[O:21])[CH2:18][CH2:19]1. Given the reactants [ClH:1].[CH3:2][S:3]([C:6]1[CH:11]=[CH:10][CH:9]=[CH:8][C:7]=1[NH2:12])(=[O:5])=[O:4].[CH3:13][N:14]1[CH2:19][CH2:18][N:17]([S:20]([C:23]2[CH:28]=[CH:27][C:26]([C:29]3[CH:30]=[C:31]4[C:37]([C:38](OC)=[O:39])=[CH:36][NH:35][C:32]4=[N:33][CH:34]=3)=[CH:25][CH:24]=2)(=[O:22])=[O:21])[CH2:16][CH2:15]1, predict the reaction product. (3) The product is: [NH2:37][C:22]1[C:17]2[CH:16]=[CH:15][N:14]([C@@H:12]3[O:11][C@H:10]([CH2:24][OH:25])[C@@H:9]([OH:8])[CH2:13]3)[C:18]=2[N:19]=[CH:20][N:21]=1. Given the reactants CC1C=CC(C([O:8][C@H:9]2[CH2:13][C@H:12]([N:14]3[C:18]4[N:19]=[CH:20][N:21]=[C:22](Cl)[C:17]=4[CH:16]=[CH:15]3)[O:11][C@@H:10]2[CH2:24][O:25]C(=O)C2C=CC(C)=CC=2)=O)=CC=1.[NH3:37], predict the reaction product. (4) Given the reactants [C:1]1([C:7]2[CH:8]=[C:9]3[C:13](=[CH:14][CH:15]=2)[NH:12][C:11](=[O:16])[CH2:10]3)[CH:6]=[CH:5][CH:4]=[CH:3][CH:2]=1.[CH:17]([C:19]1[NH:23][C:22]2[CH2:24][CH2:25][CH2:26][CH2:27][CH2:28][C:21]=2[C:20]=1[CH2:29][CH2:30][C:31]([OH:33])=[O:32])=O.N1CCCCC1, predict the reaction product. The product is: [O:16]=[C:11]1[NH:12][C:13]2[C:9](/[C:10]/1=[CH:17]/[C:19]1[NH:23][C:22]3[CH2:24][CH2:25][CH2:26][CH2:27][CH2:28][C:21]=3[C:20]=1[CH2:29][CH2:30][C:31]([OH:33])=[O:32])=[CH:8][C:7]([C:1]1[CH:2]=[CH:3][CH:4]=[CH:5][CH:6]=1)=[CH:15][CH:14]=2. (5) Given the reactants [CH2:1]([N:8]1[C:12]2[N:13]=[C:14]([C:23]([CH3:26])([CH3:25])[CH3:24])[N:15]=[C:16]([N:17]3[CH2:21][CH2:20][C@@H:19]([OH:22])[CH2:18]3)[C:11]=2[N:10]=[N:9]1)[C:2]1[CH:7]=[CH:6][CH:5]=[CH:4][CH:3]=1.[CH2:27]([N:34]1[C:38]2[N:39]=[C:40]([C:44]([CH3:47])([CH3:46])[CH3:45])[N:41]=[C:42](Cl)[C:37]=2[N:36]=[N:35]1)[C:28]1[CH:33]=[CH:32][CH:31]=[CH:30][CH:29]=1.[CH3:48][C:49]1([OH:54])[CH2:53][CH2:52][NH:51][CH2:50]1, predict the reaction product. The product is: [CH2:1]([N:8]1[C:12]2[N:13]=[C:14]([C:23]([CH3:26])([CH3:25])[CH3:24])[N:15]=[C:16]([N:17]3[CH2:21][CH2:20][C:19]([CH3:27])([OH:22])[CH2:18]3)[C:11]=2[N:10]=[N:9]1)[C:2]1[CH:7]=[CH:6][CH:5]=[CH:4][CH:3]=1.[CH2:27]([N:34]1[C:38]2[N:39]=[C:40]([C:44]([CH3:47])([CH3:46])[CH3:45])[N:41]=[C:42]([N:51]3[CH2:52][CH2:53][C@:49]([CH3:48])([OH:54])[CH2:50]3)[C:37]=2[N:36]=[N:35]1)[C:28]1[CH:33]=[CH:32][CH:31]=[CH:30][CH:29]=1.[CH2:1]([N:8]1[C:12]2[N:13]=[C:14]([C:23]([CH3:26])([CH3:25])[CH3:24])[N:15]=[C:16]([N:17]3[CH2:21][CH2:20][C@@:19]([CH3:27])([OH:22])[CH2:18]3)[C:11]=2[N:10]=[N:9]1)[C:2]1[CH:7]=[CH:6][CH:5]=[CH:4][CH:3]=1. (6) Given the reactants [CH3:1][C:2]1([CH3:25])[S:8][C:7]2[CH:9]=[CH:10][C:11]([C:13](O)=[O:14])=[CH:12][C:6]=2[N:5]([S:16]([C:19]2[CH:24]=[CH:23][CH:22]=[CH:21][CH:20]=2)(=[O:18])=[O:17])[CH2:4][CH2:3]1.S(Cl)([Cl:28])=O, predict the reaction product. The product is: [CH3:1][C:2]1([CH3:25])[S:8][C:7]2[CH:9]=[CH:10][C:11]([C:13]([Cl:28])=[O:14])=[CH:12][C:6]=2[N:5]([S:16]([C:19]2[CH:24]=[CH:23][CH:22]=[CH:21][CH:20]=2)(=[O:18])=[O:17])[CH2:4][CH2:3]1. (7) Given the reactants Cl[Si](C)(C)C.CO[C:8]([CH:10]1[CH2:14][CH2:13][CH2:12][C:11]1=O)=[O:9].[NH2:16][C:17]([NH2:19])=[O:18].[OH-].[Na+].Cl, predict the reaction product. The product is: [N:16]1[C:11]2[CH2:12][CH2:13][CH2:14][C:10]=2[C:8]([OH:9])=[N:19][C:17]=1[OH:18].